Regression. Given a peptide amino acid sequence and an MHC pseudo amino acid sequence, predict their binding affinity value. This is MHC class II binding data. From a dataset of Peptide-MHC class II binding affinity with 134,281 pairs from IEDB. (1) The peptide sequence is DIKVQFQSGGNNSPA. The MHC is HLA-DPA10201-DPB10101 with pseudo-sequence HLA-DPA10201-DPB10101. The binding affinity (normalized) is 0.140. (2) The peptide sequence is VPKKKKDKDIPQSSE. The MHC is DRB1_1302 with pseudo-sequence DRB1_1302. The binding affinity (normalized) is 0. (3) The peptide sequence is LQQYPLGQGSFRPSQQNPQA. The MHC is DRB3_0101 with pseudo-sequence DRB3_0101. The binding affinity (normalized) is 0. (4) The peptide sequence is RRANDKGDGEKLTNT. The MHC is DRB1_0101 with pseudo-sequence DRB1_0101. The binding affinity (normalized) is 0.0331. (5) The peptide sequence is LQSLWANFYELLADA. The MHC is HLA-DPA10201-DPB11401 with pseudo-sequence HLA-DPA10201-DPB11401. The binding affinity (normalized) is 0.179.